This data is from Catalyst prediction with 721,799 reactions and 888 catalyst types from USPTO. The task is: Predict which catalyst facilitates the given reaction. (1) Product: [Cl:47][C:22]1[CH:21]=[C:20]([B:9]2[O:10][C:11]([CH3:16])([CH3:17])[C:12]([CH3:14])([CH3:15])[O:13]2)[CH:25]=[CH:24][C:23]=1[C@H:26]1[C@H:31]([C:32]2[CH:37]=[CH:36][N:35]([CH3:38])[C:34](=[O:39])[CH:33]=2)[CH2:30][CH2:29][N:28]([C:40]([O:42][C:43]([CH3:46])([CH3:45])[CH3:44])=[O:41])[CH2:27]1. The catalyst class is: 12. Reactant: [CH3:16][C:11]1([CH3:17])[C:12]([CH3:15])([CH3:14])[O:13][B:9]([B:9]2[O:13][C:12]([CH3:15])([CH3:14])[C:11]([CH3:17])([CH3:16])[O:10]2)[O:10]1.Br[C:20]1[CH:25]=[CH:24][C:23]([C@H:26]2[C@H:31]([C:32]3[CH:37]=[CH:36][N:35]([CH3:38])[C:34](=[O:39])[CH:33]=3)[CH2:30][CH2:29][N:28]([C:40]([O:42][C:43]([CH3:46])([CH3:45])[CH3:44])=[O:41])[CH2:27]2)=[C:22]([Cl:47])[CH:21]=1.C([O-])(=O)C.[K+]. (2) Reactant: C(OC1C=CC(C=C)=CC=1)(=O)C.C(OC(C)(C)C)(=O)C=C.C([O:27][C:28]12C[CH:32]3[CH2:33][CH:34]([CH2:36][C:30](O)([CH2:31]3)[CH2:29]1)C2)(=O)C(C)=C.N(C(C)(C)C#N)=NC(C)(C)C#N. Product: [OH:27][CH:28]=[CH:29][C:30]1[CH:36]=[CH:34][CH:33]=[CH:32][CH:31]=1. The catalyst class is: 7. (3) Reactant: S(=O)(=O)(O)O.[C:6]([OH:9])(=[O:8])[CH3:7].[Cl:10][C:11]1[CH:16]=[CH:15][C:14]([C:17]2[CH:22]=[CH:21][C:20]([C:23]([NH:25][C:26]3[CH:31]=[CH:30][C:29]([CH:32](O)[CH:33]4[CH2:38][CH2:37][CH2:36][N:35](C(OC(C)(C)C)=O)[CH2:34]4)=[CH:28][CH:27]=3)=[O:24])=[CH:19][CH:18]=2)=[CH:13][CH:12]=1. Product: [C:6]([O:9][CH:32]([C:29]1[CH:28]=[CH:27][C:26]([NH:25][C:23]([C:20]2[CH:21]=[CH:22][C:17]([C:14]3[CH:13]=[CH:12][C:11]([Cl:10])=[CH:16][CH:15]=3)=[CH:18][CH:19]=2)=[O:24])=[CH:31][CH:30]=1)[CH:33]1[CH2:38][CH2:37][CH2:36][NH:35][CH2:34]1)(=[O:8])[CH3:7]. The catalyst class is: 13. (4) Reactant: [H-].[H-].[H-].[H-].[Li+].[Al+3].[C:7]([C:9]1[CH:10]=[C:11]2[C:15](=[CH:16][C:17]=1[CH3:18])[NH:14][CH:13]=[CH:12]2)#[N:8]. Product: [CH3:18][C:17]1[CH:16]=[C:15]2[C:11]([CH:12]=[CH:13][NH:14]2)=[CH:10][C:9]=1[CH2:7][NH2:8]. The catalyst class is: 1. (5) Reactant: B(F)(F)[F:2].CCOCC.N[C:11]1[C:12]([O:30][CH2:31][CH2:32][O:33][CH3:34])=[CH:13][C:14]2[CH2:15][CH2:16][C@@H:17]3[C@@H:26]([C:27]=2[CH:28]=1)[CH2:25][CH2:24][C@@:22]1([CH3:23])[C@H:18]3[CH2:19][CH2:20][C:21]1=[O:29].N(OC(C)(C)C)=O.CCCCC. Product: [F:2][C:11]1[C:12]([O:30][CH2:31][CH2:32][O:33][CH3:34])=[CH:13][C:14]2[CH2:15][CH2:16][C@@H:17]3[C@@H:26]([C:27]=2[CH:28]=1)[CH2:25][CH2:24][C@@:22]1([CH3:23])[C@H:18]3[CH2:19][CH2:20][C:21]1=[O:29]. The catalyst class is: 2. (6) Reactant: C1(P(C2C=CC=CC=2)(C2C=CC=CC=2)=[CH:8][C:9]([O:11][CH2:12][CH3:13])=[O:10])C=CC=CC=1.[O:26]1[CH2:31][CH2:30][C:29](=O)[CH2:28][CH2:27]1. Product: [O:26]1[CH2:31][CH2:30][C:29](=[CH:8][C:9]([O:11][CH2:12][CH3:13])=[O:10])[CH2:28][CH2:27]1. The catalyst class is: 10.